This data is from Forward reaction prediction with 1.9M reactions from USPTO patents (1976-2016). The task is: Predict the product of the given reaction. (1) Given the reactants [CH:1]([NH:4][C:5]1[CH:10]=[CH:9][CH:8]=[C:7]([CH3:11])[C:6]=1[CH2:12]O)([CH3:3])[CH3:2].[C:14](OCC)(=[O:21])[CH2:15][C:16]([O:18][CH2:19][CH3:20])=[O:17].N1CCCCC1, predict the reaction product. The product is: [CH:1]([N:4]1[C:5]2[C:6](=[C:7]([CH3:11])[CH:8]=[CH:9][CH:10]=2)[CH:12]=[C:15]([C:16]([O:18][CH2:19][CH3:20])=[O:17])[C:14]1=[O:21])([CH3:2])[CH3:3]. (2) Given the reactants [C:1]([C:11]1[CH:31]=[CH:30][C:14]([CH2:15][NH:16][C:17]2[CH:29]=[CH:28][C:20]3[O:21][C:22]([CH3:27])([CH3:26])[O:23][C:24](=[O:25])[C:19]=3[CH:18]=2)=[CH:13][CH:12]=1)#[C:2][CH2:3][CH2:4][CH2:5][CH2:6][CH2:7][CH2:8][CH2:9][CH3:10].[F:32][C:33]([F:46])([F:45])[C:34]1[CH:35]=[C:36](/[CH:40]=[CH:41]/[C:42](Cl)=[O:43])[CH:37]=[CH:38][CH:39]=1, predict the reaction product. The product is: [C:1]([C:11]1[CH:31]=[CH:30][C:14]([CH2:15][N:16]([C:17]2[CH:29]=[CH:28][C:20]3[O:21][C:22]([CH3:26])([CH3:27])[O:23][C:24](=[O:25])[C:19]=3[CH:18]=2)[C:42](=[O:43])/[CH:41]=[CH:40]/[C:36]2[CH:37]=[CH:38][CH:39]=[C:34]([C:33]([F:45])([F:46])[F:32])[CH:35]=2)=[CH:13][CH:12]=1)#[C:2][CH2:3][CH2:4][CH2:5][CH2:6][CH2:7][CH2:8][CH2:9][CH3:10]. (3) Given the reactants Cl[C:2]1[C:3]2[N:10]([CH3:11])[CH:9]=[CH:8][C:4]=2[N:5]=[CH:6][N:7]=1.[F:12][C:13]1[CH:14]=[C:15]([OH:22])[CH:16]=[CH:17][C:18]=1[N+:19]([O-:21])=[O:20], predict the reaction product. The product is: [F:12][C:13]1[CH:14]=[C:15]([CH:16]=[CH:17][C:18]=1[N+:19]([O-:21])=[O:20])[O:22][C:2]1[C:3]2[N:10]([CH3:11])[CH:9]=[CH:8][C:4]=2[N:5]=[CH:6][N:7]=1. (4) Given the reactants [Cl:1][C:2]1[CH:3]=[C:4]([CH2:9][NH:10][C:11](=[O:13])[CH3:12])[CH:5]=[N:6][C:7]=1Cl.[CH3:14][C@@H:15]1[CH2:20][NH:19][CH2:18][CH2:17][NH:16]1, predict the reaction product. The product is: [Cl:1][C:2]1[CH:3]=[C:4]([CH2:9][NH:10][C:11](=[O:13])[CH3:12])[CH:5]=[N:6][C:7]=1[N:19]1[CH2:18][CH2:17][NH:16][C@H:15]([CH3:14])[CH2:20]1. (5) Given the reactants [N:1]1([CH2:6][C:7]2[CH:8]=[C:9]3[N:15]=[C:14]([C:16]4[CH:22]=[CH:21][CH:20]=[CH:19][C:17]=4[NH2:18])[S:13][C:10]3=[N:11][CH:12]=2)[CH2:5][CH2:4][CH2:3][CH2:2]1.[C:23]1([C:29]2[S:30][CH:31]=[C:32]([C:34](O)=[O:35])[N:33]=2)[CH:28]=[CH:27][CH:26]=[CH:25][CH:24]=1, predict the reaction product. The product is: [C:23]1([C:29]2[S:30][CH:31]=[C:32]([C:34]([NH:18][C:17]3[CH:19]=[CH:20][CH:21]=[CH:22][C:16]=3[C:14]3[S:13][C:10]4[C:9]([N:15]=3)=[CH:8][C:7]([CH2:6][N:1]3[CH2:2][CH2:3][CH2:4][CH2:5]3)=[CH:12][N:11]=4)=[O:35])[N:33]=2)[CH:24]=[CH:25][CH:26]=[CH:27][CH:28]=1. (6) Given the reactants [F:1][C:2]1[CH:3]=[C:4](B(O)O)[CH:5]=[C:6]([F:8])[CH:7]=1.Br[C:13]1[CH:14]=[C:15]([CH:17]=[CH:18][CH:19]=1)[NH2:16].C([O-])([O-])=O.[Na+].[Na+], predict the reaction product. The product is: [F:1][C:2]1[CH:3]=[C:4]([C:13]2[CH:19]=[CH:18][CH:17]=[C:15]([NH2:16])[CH:14]=2)[CH:5]=[C:6]([F:8])[CH:7]=1. (7) Given the reactants Br[C:2]1[C:6]2[CH:7]=[C:8]([C:11]([O:13][CH3:14])=[O:12])[CH:9]=[CH:10][C:5]=2[O:4][CH:3]=1.[Cl:15][C:16]1[CH:17]=[C:18](B(O)O)[CH:19]=[CH:20][C:21]=1[S:22][CH3:23], predict the reaction product. The product is: [Cl:15][C:16]1[CH:17]=[C:18]([C:2]2[C:6]3[CH:7]=[C:8]([C:11]([O:13][CH3:14])=[O:12])[CH:9]=[CH:10][C:5]=3[O:4][CH:3]=2)[CH:19]=[CH:20][C:21]=1[S:22][CH3:23]. (8) The product is: [CH2:1]([NH:8][C:9]1[N:14]2[N:15]=[CH:16][C:17]([C:18]([NH:42][S:39]([CH3:38])(=[O:41])=[O:40])=[O:19])=[C:13]2[N:12]=[CH:11][C:10]=1[C:21]([N:23]1[CH2:28][CH2:27][C:26]2([C:32]3[CH:33]=[CH:34][C:35]([F:37])=[CH:36][C:31]=3[O:30][CH2:29]2)[CH2:25][CH2:24]1)=[O:22])[C:2]1[CH:7]=[CH:6][CH:5]=[CH:4][CH:3]=1. Given the reactants [CH2:1]([NH:8][C:9]1[N:14]2[N:15]=[CH:16][C:17]([C:18](O)=[O:19])=[C:13]2[N:12]=[CH:11][C:10]=1[C:21]([N:23]1[CH2:28][CH2:27][C:26]2([C:32]3[CH:33]=[CH:34][C:35]([F:37])=[CH:36][C:31]=3[O:30][CH2:29]2)[CH2:25][CH2:24]1)=[O:22])[C:2]1[CH:7]=[CH:6][CH:5]=[CH:4][CH:3]=1.[CH3:38][S:39]([NH2:42])(=[O:41])=[O:40], predict the reaction product. (9) Given the reactants Cl.Br[C:3]1[C:4]([O:9][C:10]2[CH:15]=[CH:14][C:13]([NH:16][C:17]3[CH:22]=[CH:21][CH:20]=[CH:19][N:18]=3)=[CH:12][CH:11]=2)=[N:5][CH:6]=[CH:7][CH:8]=1.C1(N(C)C2CCCCC2)CCCCC1.[O:37]1[CH:42]=[CH:41][CH2:40][CH2:39][CH2:38]1, predict the reaction product. The product is: [O:37]1[CH:38]=[CH:39][CH2:40][CH2:41][CH:42]1[C:3]1[C:4]([O:9][C:10]2[CH:15]=[CH:14][C:13]([NH:16][C:17]3[CH:22]=[CH:21][CH:20]=[CH:19][N:18]=3)=[CH:12][CH:11]=2)=[N:5][CH:6]=[CH:7][CH:8]=1. (10) Given the reactants Br[C:2]1[CH:3]=[C:4]([C:8](=[O:18])[CH2:9][CH2:10][NH:11]C(=O)C(F)(F)F)[CH:5]=[CH:6][CH:7]=1.[C:19]([C:21]([OH:28])([CH2:25][CH2:26][CH3:27])[CH2:22][CH2:23][CH3:24])#[CH:20], predict the reaction product. The product is: [NH2:11][CH2:10][CH2:9][C:8]([C:4]1[CH:5]=[CH:6][CH:7]=[C:2]([C:20]#[C:19][C:21]([OH:28])([CH2:25][CH2:26][CH3:27])[CH2:22][CH2:23][CH3:24])[CH:3]=1)=[O:18].